From a dataset of TCR-epitope binding with 47,182 pairs between 192 epitopes and 23,139 TCRs. Binary Classification. Given a T-cell receptor sequence (or CDR3 region) and an epitope sequence, predict whether binding occurs between them. (1) The epitope is KLSYGIATV. The TCR CDR3 sequence is CASSPAGGWVTDTQYF. Result: 1 (the TCR binds to the epitope). (2) The epitope is KLGGALQAK. The TCR CDR3 sequence is CASSRGGGGLEAFF. Result: 1 (the TCR binds to the epitope). (3) The epitope is LPAADLDDF. The TCR CDR3 sequence is CASSRTTASSTDTQYF. Result: 0 (the TCR does not bind to the epitope). (4) The epitope is KLWAQCVQL. The TCR CDR3 sequence is CASSSPSGQGIDTQYF. Result: 1 (the TCR binds to the epitope). (5) The epitope is KAYNVTQAF. The TCR CDR3 sequence is CASSLDRGHGNSPLHF. Result: 1 (the TCR binds to the epitope). (6) The epitope is LLQTGIHVRVSQPSL. The TCR CDR3 sequence is CSAEPIFSGYNEQFF. Result: 1 (the TCR binds to the epitope). (7) The epitope is SGPLKAEIAQRLED. The TCR CDR3 sequence is CASSERYEETQYF. Result: 0 (the TCR does not bind to the epitope).